From a dataset of Catalyst prediction with 721,799 reactions and 888 catalyst types from USPTO. Predict which catalyst facilitates the given reaction. Reactant: [C:1]([C:4]1[C:22](=[O:23])[C@@:8]2([CH3:24])[C:9]3[C:15]([OH:16])=[CH:14][C:13]([O:17][CH3:18])=[C:12]([C:19]([NH2:21])=[O:20])[C:10]=3[O:11][C:7]2=[CH:6][C:5]=1[OH:25])(=[O:3])[CH3:2].[C:26]1([CH:36]=O)[C:35]2[C:30](=[CH:31][CH:32]=[CH:33][CH:34]=2)[CH:29]=[CH:28][CH:27]=1.C([SiH](CC)CC)C.FC(F)(F)C(O)=O. Product: [C:1]([C:4]1[C:22](=[O:23])[C@@:8]2([CH3:24])[C:9]3[C:15]([OH:16])=[CH:14][C:13]([O:17][CH3:18])=[C:12]([C:19]([NH:21][CH2:36][C:26]4[C:35]5[C:30](=[CH:31][CH:32]=[CH:33][CH:34]=5)[CH:29]=[CH:28][CH:27]=4)=[O:20])[C:10]=3[O:11][C:7]2=[CH:6][C:5]=1[OH:25])(=[O:3])[CH3:2]. The catalyst class is: 10.